From a dataset of Reaction yield outcomes from USPTO patents with 853,638 reactions. Predict the reaction yield, written as a fraction of the theoretical maximum amount of product (1.0 means a 100% yield; for example, 0.34 means a 34% yield). The catalyst is ClCCl. The yield is 0.500. The product is [Cl:1][C:2]1[C:10]2[N:9]=[C:8]3[N:11]([C:15]4[CH:20]=[CH:19][C:18]([O:21][CH3:22])=[CH:17][C:16]=4[Cl:23])[CH2:12][CH2:13][CH2:14][N:7]3[C:6]=2[C:5]([CH:24]([O:27][CH:28]2[CH2:30][CH2:29]2)[CH2:25][CH3:26])=[CH:4][CH:3]=1. The reactants are [Cl:1][C:2]1[C:10]2[N:9]=[C:8]3[N:11]([C:15]4[CH:20]=[CH:19][C:18]([O:21][CH3:22])=[CH:17][C:16]=4[Cl:23])[CH2:12][CH2:13][CH2:14][N:7]3[C:6]=2[C:5]([CH:24]([O:27][CH:28]=[CH2:29])[CH2:25][CH3:26])=[CH:4][CH:3]=1.[CH2:30]([Zn]CC)C.CCCCCC.ICI.[Cl-].[NH4+].